Dataset: Reaction yield outcomes from USPTO patents with 853,638 reactions. Task: Predict the reaction yield, written as a fraction of the theoretical maximum amount of product (1.0 means a 100% yield; for example, 0.34 means a 34% yield). (1) No catalyst specified. The yield is 0.800. The reactants are [NH:1]1[CH2:5][CH2:4][CH2:3][CH2:2]1.[F:6][C:7]1[CH:12]=[CH:11][CH:10]=[C:9]([N+:13]([O-:15])=[O:14])[C:8]=1[CH3:16].[CH3:17]OC(OC)N(C)C. The product is [F:6][C:7]1[CH:12]=[CH:11][CH:10]=[C:9]([N+:13]([O-:15])=[O:14])[C:8]=1[CH:16]=[CH:17][N:1]1[CH2:5][CH2:4][CH2:3][CH2:2]1. (2) The reactants are [F:1][C:2]1[CH:7]=[CH:6][CH:5]=[C:4]([F:8])[C:3]=1[C:9]1[N:10]=[N:11][C:12]([CH3:15])=[CH:13][CH:14]=1.[Cl:16]N1C(=O)N(Cl)C(=O)N(Cl)C1=O. The catalyst is ClCCCl. The product is [Cl:16][CH2:15][C:12]1[N:11]=[N:10][C:9]([C:3]2[C:4]([F:8])=[CH:5][CH:6]=[CH:7][C:2]=2[F:1])=[CH:14][CH:13]=1. The yield is 0.610. (3) The reactants are [OH:1][C:2]1[CH:10]=[CH:9][C:8]([C:11]2[N:12]([C:27]([O:29][C:30]([CH3:33])([CH3:32])[CH3:31])=[O:28])[C:13]3[C:18]([CH:19]=2)=[CH:17][C:16]([CH2:20][N:21]2[CH2:26][CH2:25][CH2:24][CH2:23][CH2:22]2)=[CH:15][CH:14]=3)=[C:7]2[C:3]=1[CH2:4][NH:5][C:6]2=[O:34].C1(P(C2C=CC=CC=2)C2C=CC=CC=2)C=CC=CC=1.[CH2:54](O)[C:55]1[CH:60]=[CH:59][CH:58]=[CH:57][CH:56]=1.CCOC(/N=N/C(OCC)=O)=O.C1(C)C=CC=CC=1. The catalyst is C1COCC1. The product is [CH2:54]([O:1][C:2]1[CH:10]=[CH:9][C:8]([C:11]2[N:12]([C:27]([O:29][C:30]([CH3:31])([CH3:33])[CH3:32])=[O:28])[C:13]3[C:18]([CH:19]=2)=[CH:17][C:16]([CH2:20][N:21]2[CH2:26][CH2:25][CH2:24][CH2:23][CH2:22]2)=[CH:15][CH:14]=3)=[C:7]2[C:3]=1[CH2:4][NH:5][C:6]2=[O:34])[C:55]1[CH:60]=[CH:59][CH:58]=[CH:57][CH:56]=1. The yield is 0.730. (4) The reactants are [CH3:1][O:2][C:3](=[O:12])[CH2:4][C:5]1[CH:10]=[CH:9][C:8]([Br:11])=[CH:7][CH:6]=1.[Li+].[CH3:14]C([N-]C(C)C)C.CI. The catalyst is C1COCC1. The product is [CH3:1][O:2][C:3](=[O:12])[CH:4]([C:5]1[CH:10]=[CH:9][C:8]([Br:11])=[CH:7][CH:6]=1)[CH3:14]. The yield is 0.570.